This data is from Reaction yield outcomes from USPTO patents with 853,638 reactions. The task is: Predict the reaction yield, written as a fraction of the theoretical maximum amount of product (1.0 means a 100% yield; for example, 0.34 means a 34% yield). (1) The reactants are [CH2:1]([N:5]1[CH:10]=[C:9]([C:11]([O:13]CC)=[O:12])[C:8](=[O:16])[N:7]([C:17]2[CH:22]=[CH:21][CH:20]=[C:19]([C:23]([F:26])([F:25])[F:24])[CH:18]=2)[C:6]1=[O:27])[CH2:2][CH2:3][CH3:4].[OH-].[Na+].O. The catalyst is C1COCC1. The product is [CH2:1]([N:5]1[CH:10]=[C:9]([C:11]([OH:13])=[O:12])[C:8](=[O:16])[N:7]([C:17]2[CH:22]=[CH:21][CH:20]=[C:19]([C:23]([F:26])([F:24])[F:25])[CH:18]=2)[C:6]1=[O:27])[CH2:2][CH2:3][CH3:4]. The yield is 0.700. (2) The product is [CH:11](=[C:2](/[CH2:3][CH2:4][CH2:5][CH2:6][CH3:7])\[C:1]([O:9][CH3:10])=[O:8])/[C:12]1[CH:17]=[CH:16][CH:15]=[CH:14][CH:13]=1. No catalyst specified. The reactants are [C:1]([O:9][CH3:10])(=[O:8])[CH2:2][CH2:3][CH2:4][CH2:5][CH2:6][CH3:7].[CH:11](=O)[C:12]1[CH:17]=[CH:16][CH:15]=[CH:14][CH:13]=1. The yield is 0.480. (3) The yield is 0.960. The reactants are [CH3:1][C:2]([O:14][Si](C)(C)C)([CH3:13])[C:3]#[C:4][C:5]([C:7]1[CH:12]=[CH:11][N:10]=[CH:9][CH:8]=1)=[O:6].CC1C=CC(S(O)(=O)=O)=CC=1. The catalyst is C(Cl)Cl. The product is [OH:14][C:2]([CH3:13])([CH3:1])[C:3]#[C:4][C:5]([C:7]1[CH:8]=[CH:9][N:10]=[CH:11][CH:12]=1)=[O:6]. (4) The reactants are [CH3:1][C:2]1([CH3:19])[CH2:9][CH:8]2[CH:6]([O:7]2)[CH2:5][N:4]([S:10]([C:13]2[CH:18]=[CH:17][CH:16]=[CH:15][N:14]=2)(=[O:12])=[O:11])[CH2:3]1.[N-:20]=[N+:21]=[N-:22].[Na+].[NH4+].[Cl-]. The catalyst is CO.O. The product is [N:20]([CH:8]1[CH2:9][C:2]([CH3:19])([CH3:1])[CH2:3][N:4]([S:10]([C:13]2[CH:18]=[CH:17][CH:16]=[CH:15][N:14]=2)(=[O:12])=[O:11])[CH2:5][CH:6]1[OH:7])=[N+:21]=[N-:22]. The yield is 0.290. (5) The reactants are [Cl:1][C:2]1[C:3](=[O:25])[N:4]([CH3:24])[CH:5]=[C:6]([C:9]([N:11]2[CH2:16][CH2:15][CH:14]([C:17]3[CH:22]=[CH:21][C:20]([F:23])=[CH:19][CH:18]=3)[CH2:13][CH2:12]2)=[O:10])[C:7]=1Cl.[CH:26]1([NH2:32])[CH2:31][CH2:30][CH2:29][CH2:28][CH2:27]1. No catalyst specified. The product is [Cl:1][C:2]1[C:3](=[O:25])[N:4]([CH3:24])[CH:5]=[C:6]([C:9]([N:11]2[CH2:16][CH2:15][CH:14]([C:17]3[CH:22]=[CH:21][C:20]([F:23])=[CH:19][CH:18]=3)[CH2:13][CH2:12]2)=[O:10])[C:7]=1[NH:32][CH:26]1[CH2:31][CH2:30][CH2:29][CH2:28][CH2:27]1. The yield is 0.150. (6) The reactants are [NH:1]1[C:9]2[C:4](=[CH:5][C:6]([C:10]([OH:12])=[O:11])=[CH:7][CH:8]=2)[CH:3]=[CH:2]1. The catalyst is C(#N)C. The product is [CH:5]1[C:6]([C:10]([OH:12])=[O:11])=[CH:7][CH:8]=[C:9]2[C:4]=1[C:3]1[C:2]([NH:1]2)=[C:2]2[NH:1][C:9]3[CH:8]=[CH:7][C:6]([C:10]([OH:12])=[O:11])=[CH:5][C:4]=3[C:3]2=[C:2]2[NH:1][C:9]3[CH:8]=[CH:7][C:6]([C:10]([OH:12])=[O:11])=[CH:5][C:4]=3[C:3]=12. The yield is 0.890.